From a dataset of Full USPTO retrosynthesis dataset with 1.9M reactions from patents (1976-2016). Predict the reactants needed to synthesize the given product. Given the product [CH3:8][C:9]([CH3:15])([CH2:13][CH3:14])[CH2:10][C:11]1[N:18]=[C:16]([CH3:17])[N:6]([OH:7])[CH:12]=1, predict the reactants needed to synthesize it. The reactants are: F[B-](F)(F)F.[N:6]#[O+:7].[CH3:8][C:9]([CH3:15])([CH2:13][CH3:14])[CH2:10][CH:11]=[CH2:12].[C:16](#[N:18])[CH3:17].